Dataset: Catalyst prediction with 721,799 reactions and 888 catalyst types from USPTO. Task: Predict which catalyst facilitates the given reaction. (1) Reactant: C([O:8][C:9]1[CH:23]=[CH:22][C:21]([B:24]2[O:28][C:27]([CH3:30])([CH3:29])[C:26]([CH3:32])([CH3:31])[O:25]2)=[CH:20][C:10]=1[CH2:11][NH:12][C:13](=[O:19])[O:14][C:15]([CH3:18])([CH3:17])[CH3:16])C1C=CC=CC=1.[H][H]. Product: [OH:8][C:9]1[CH:23]=[CH:22][C:21]([B:24]2[O:28][C:27]([CH3:30])([CH3:29])[C:26]([CH3:32])([CH3:31])[O:25]2)=[CH:20][C:10]=1[CH2:11][NH:12][C:13](=[O:19])[O:14][C:15]([CH3:18])([CH3:17])[CH3:16]. The catalyst class is: 178. (2) Reactant: [CH:1]1[N:9]([C@@H:10]2[O:14][C@H:13]([CH2:15][OH:16])[C@@H:12]([OH:17])[C@H:11]2[OH:18])[C:8]2[C:3](=[C:4]([NH2:19])[N:5]=[CH:6][N:7]=2)[C:2]=1[C:20]#[N:21].N1C=CN=C1.[CH3:27][C:28]([Si:31](Cl)([CH3:33])[CH3:32])([CH3:30])[CH3:29]. Product: [NH2:19][C:4]1[C:3]2[C:2]([C:20]#[N:21])=[CH:1][N:9]([C@H:10]3[C@H:11]([OH:18])[C@H:12]([OH:17])[C@@H:13]([CH2:15][O:16][Si:31]([C:28]([CH3:30])([CH3:29])[CH3:27])([CH3:33])[CH3:32])[O:14]3)[C:8]=2[N:7]=[CH:6][N:5]=1. The catalyst class is: 9. (3) Reactant: ClC(OC(=O)OC(Cl)(Cl)Cl)(Cl)Cl.[CH2:13]([O:16][C:17]1[C:25]([O:26][CH3:27])=[C:24]([N+:28]([O-:30])=[O:29])[CH:23]=[CH:22][C:18]=1[C:19]([OH:21])=O)[CH:14]=[CH2:15].N1C(C)=CC(C)=CC=1C.[CH2:40]([O:43][C:44]1[C:55]([O:56][CH3:57])=[C:54]([NH2:58])[CH:53]=[CH:52][C:45]=1[C:46]([O:48][CH2:49][CH:50]=[CH2:51])=[O:47])[CH:41]=[CH2:42].CCN(C(C)C)C(C)C. Product: [CH2:40]([O:43][C:44]1[C:55]([O:56][CH3:57])=[C:54]([NH:58][C:19](=[O:21])[C:18]2[CH:22]=[CH:23][C:24]([N+:28]([O-:30])=[O:29])=[C:25]([O:26][CH3:27])[C:17]=2[O:16][CH2:13][CH:14]=[CH2:15])[CH:53]=[CH:52][C:45]=1[C:46]([O:48][CH2:49][CH:50]=[CH2:51])=[O:47])[CH:41]=[CH2:42]. The catalyst class is: 1. (4) Reactant: [C:1]1([C:7]2[C:14]3[S:13][C:12]([NH2:15])=[N:11][C:10]=3[NH:9][N:8]=2)[CH:6]=[CH:5][CH:4]=[CH:3][CH:2]=1.[CH3:16][O:17][CH2:18][C:19](Cl)=[O:20].C(O)C(N)(CO)CO. Product: [CH3:16][O:17][CH2:18][C:19]([NH:15][C:12]1[S:13][C:14]2[C:7]([C:1]3[CH:2]=[CH:3][CH:4]=[CH:5][CH:6]=3)=[N:8][NH:9][C:10]=2[N:11]=1)=[O:20]. The catalyst class is: 251. (5) Reactant: CN(C)[CH:3]=[O:4].P(Cl)(Cl)([Cl:8])=O.[N:11]1[CH:16]=[CH:15][CH:14]=[C:13]([N:17]2[C:21]3=[N:22][CH:23]=[CH:24][CH:25]=[C:20]3[CH2:19][C:18]2=O)[CH:12]=1.N1C=CC=CC=1. The catalyst class is: 4. Product: [Cl:8][C:18]1[N:17]([C:13]2[CH:12]=[N:11][CH:16]=[CH:15][CH:14]=2)[C:21]2=[N:22][CH:23]=[CH:24][CH:25]=[C:20]2[C:19]=1[CH:3]=[O:4].